Dataset: Forward reaction prediction with 1.9M reactions from USPTO patents (1976-2016). Task: Predict the product of the given reaction. (1) Given the reactants C([O:3][C:4]([C:6]1[NH:7][C:8]2[C:13]([CH:14]=1)=[CH:12][C:11]([N+:15]([O-])=O)=[CH:10][CH:9]=2)=O)C.[AlH4-].[Li+].O.[OH-].[Na+], predict the reaction product. The product is: [NH2:15][C:11]1[CH:12]=[C:13]2[C:8](=[CH:9][CH:10]=1)[NH:7][C:6]([CH2:4][OH:3])=[CH:14]2. (2) Given the reactants [F:1][C:2]1[CH:7]=[C:6]([F:8])[CH:5]=[CH:4][C:3]=1[OH:9].[N+:10]([O-])([O:12]C(C)C)=[O:11].S(=O)(=O)(O)O, predict the reaction product. The product is: [F:1][C:2]1[CH:7]=[C:6]([F:8])[CH:5]=[C:4]([N+:10]([O-:12])=[O:11])[C:3]=1[OH:9]. (3) Given the reactants [CH:1]1([CH2:7][CH2:8][CH2:9][C@@H:10]([C:19]2[O:23][N:22]=[C:21]([CH2:24][O:25][CH:26]([CH3:32])[C:27]([O:29][CH2:30][CH3:31])=[O:28])[N:20]=2)[CH2:11][C:12]([O:14]C(C)(C)C)=[O:13])[CH2:6][CH2:5][CH2:4][CH2:3][CH2:2]1.FC(F)(F)C(O)=O, predict the reaction product. The product is: [CH:1]1([CH2:7][CH2:8][CH2:9][C@@H:10]([C:19]2[O:23][N:22]=[C:21]([CH2:24][O:25][CH:26]([CH3:32])[C:27]([O:29][CH2:30][CH3:31])=[O:28])[N:20]=2)[CH2:11][C:12]([OH:14])=[O:13])[CH2:6][CH2:5][CH2:4][CH2:3][CH2:2]1. (4) Given the reactants BrCCBr.C[Si](Cl)(C)C.[CH3:10][CH:11]1[CH2:16][CH2:15][CH2:14][CH:13](I)[CH2:12]1.Cl[C:19]1[S:23][N:22]=[C:21]([S:24][CH3:25])[N:20]=1, predict the reaction product. The product is: [CH3:10][CH:11]1[CH2:16][CH2:15][CH2:14][CH:13]([C:19]2[S:23][N:22]=[C:21]([S:24][CH3:25])[N:20]=2)[CH2:12]1. (5) Given the reactants [CH3:1][O:2][C:3]1[CH:4]=[C:5]([CH:21]=[CH:22][C:23]=1[O:24][CH3:25])[CH2:6][CH:7]1[C:16]2[C:11](=[CH:12][C:13]([O:19][CH3:20])=[CH:14][C:15]=2[O:17][CH3:18])[CH2:10][CH2:9][NH:8]1.Br[CH2:27][C:28](Br)=[O:29].[N:31]1[CH:36]=[CH:35][CH:34]=[CH:33][C:32]=1[CH2:37][NH2:38], predict the reaction product. The product is: [CH3:1][O:2][C:3]1[CH:4]=[C:5]([CH:21]=[CH:22][C:23]=1[O:24][CH3:25])[CH2:6][CH:7]1[C:16]2[C:11](=[CH:12][C:13]([O:19][CH3:20])=[CH:14][C:15]=2[O:17][CH3:18])[CH2:10][CH2:9][N:8]1[CH2:27][C:28]([NH:38][CH2:37][C:32]1[CH:33]=[CH:34][CH:35]=[CH:36][N:31]=1)=[O:29]. (6) Given the reactants [Cl:1][C:2]1[CH:7]=[CH:6][C:5](B(O)O)=[CH:4][CH:3]=1.[CH3:11][O:12][C:13]([C:15]1[S:16][C:17](I)=[CH:18][C:19]=1[N:20]([C:28]([C@H:30]1[CH2:35][CH2:34][C@H:33]([CH3:36])[CH2:32][CH2:31]1)=[O:29])[CH:21]1[CH2:26][CH2:25][N:24]([CH3:27])[CH2:23][CH2:22]1)=[O:14].C1(C)C=CC=CC=1.CO.C([O-])([O-])=O.[Na+].[Na+], predict the reaction product. The product is: [CH3:11][O:12][C:13]([C:15]1[S:16][C:17]([C:5]2[CH:6]=[CH:7][C:2]([Cl:1])=[CH:3][CH:4]=2)=[CH:18][C:19]=1[N:20]([C:28]([C@H:30]1[CH2:31][CH2:32][C@H:33]([CH3:36])[CH2:34][CH2:35]1)=[O:29])[CH:21]1[CH2:22][CH2:23][N:24]([CH3:27])[CH2:25][CH2:26]1)=[O:14].